The task is: Predict the reactants needed to synthesize the given product.. This data is from Full USPTO retrosynthesis dataset with 1.9M reactions from patents (1976-2016). Given the product [CH3:35][N:2]([CH3:1])[CH2:3][CH2:4][NH:5][C:6]1[C:7]([F:34])=[CH:8][C:9]2[N:13]=[C:12]([C:14]3[C:18]([NH:19][C:20](=[O:26])[N:21]([CH2:22][CH3:23])[CH2:24][CH3:25])=[CH:17][NH:16][N:15]=3)[NH:11][C:10]=2[CH:33]=1, predict the reactants needed to synthesize it. The reactants are: [CH3:1][N:2]([CH3:35])[CH2:3][CH2:4][NH:5][C:6]1[C:7]([F:34])=[CH:8][C:9]2[N:13]=[C:12]([C:14]3[C:18]([NH:19][C:20](=[O:26])[N:21]([CH2:24][CH3:25])[CH2:22][CH3:23])=[CH:17][N:16](C4CCCCO4)[N:15]=3)[NH:11][C:10]=2[CH:33]=1.